From a dataset of Full USPTO retrosynthesis dataset with 1.9M reactions from patents (1976-2016). Predict the reactants needed to synthesize the given product. (1) Given the product [NH2:1][C:2]([NH:4][C:5]1[S:6][CH:7]=[C:8]([C:10]([NH:12][C:13]2[CH:14]=[C:15]3[C:23](=[CH:24][CH:25]=2)[NH:27][CH:17]=[CH:16]3)=[O:11])[N:9]=1)=[NH:3], predict the reactants needed to synthesize it. The reactants are: [NH2:1][C:2]([NH:4][C:5]1[S:6][CH:7]=[C:8]([C:10]([NH:12][C:13]2[CH:25]=[CH:24][C:23]3C4[C:17](=CC=CC=4)[C:16](=O)[C:15]=3[CH:14]=2)=[O:11])[N:9]=1)=[NH:3].[NH:27]1C2C(=CC(N)=CC=2)C=C1. (2) Given the product [Cl:12][C:13]1[CH:18]=[CH:17][CH:16]=[C:15]([F:19])[C:14]=1[N:20]1[CH:28]=[C:23]2[CH:24]=[N+:25]([O-:9])[CH:26]=[CH:27][C:22]2=[N:21]1, predict the reactants needed to synthesize it. The reactants are: C1C=C(Cl)C=C(C(OO)=[O:9])C=1.[Cl:12][C:13]1[CH:18]=[CH:17][CH:16]=[C:15]([F:19])[C:14]=1[N:20]1[CH:28]=[C:23]2[CH:24]=[N:25][CH:26]=[CH:27][C:22]2=[N:21]1.S([O-])([O-])(=O)=S.[Na+].[Na+]. (3) Given the product [CH:4]1[C:3]2[S:8][C:9]3[C:10]4[C:15]([N:16]=[C:17]5[C:22]=3[CH:21]=[CH:20][CH:19]=[CH:18]5)=[CH:14][CH:13]=[CH:12][C:11]=4[C:2]=2[CH:7]=[CH:6][CH:5]=1, predict the reactants needed to synthesize it. The reactants are: Br[C:2]1[CH:7]=[CH:6][CH:5]=[CH:4][C:3]=1[S:8][C:9]1[C:10]2[C:15]([N:16]=[C:17]3[C:22]=1[CH:21]=[CH:20][CH:19]=[CH:18]3)=[CH:14][CH:13]=[CH:12][CH:11]=2.N(C(C)(C)C#N)=NC(C)(C)C#N.C([SnH](CCCC)CCCC)CCC. (4) Given the product [S:1]1[CH:5]=[C:4]([C:6]2[CH:7]=[C:8]([CH:9]=[CH:10][CH:11]=2)[CH:12]=[O:13])[N:3]=[CH:2]1, predict the reactants needed to synthesize it. The reactants are: [S:1]1[CH:5]=[C:4]([C:6]2[CH:7]=[C:8]([CH2:12][OH:13])[CH:9]=[CH:10][CH:11]=2)[N:3]=[CH:2]1. (5) Given the product [CH3:23][C:21]1([CH3:22])[C:17]([CH3:27])([CH3:16])[O:18][B:19]([CH:24]2[CH2:26][CH:25]2[CH3:1])[O:20]1, predict the reactants needed to synthesize it. The reactants are: [CH2:1]([Zn]CC)C.FC(F)(F)C(O)=O.ICI.[CH3:16][C:17]1([CH3:27])[C:21]([CH3:23])([CH3:22])[O:20][B:19](/[CH:24]=[CH:25]/[CH3:26])[O:18]1. (6) Given the product [NH2:60][C:54]1[CH:55]=[CH:56][C:57]([NH:59][C:38]([C@H:33]2[CH2:34][CH2:35][CH2:36][CH2:37][N:32]2[C:25]([O:27][C:28]([CH3:29])([CH3:30])[CH3:31])=[O:26])=[O:40])=[CH:58][C:53]=1[N+:50]([O-:52])=[O:51], predict the reactants needed to synthesize it. The reactants are: F[P-](F)(F)(F)(F)F.N1(OC(N(C)C)=[N+](C)C)C2C=CC=CC=2N=N1.[C:25]([N:32]1[CH2:37][CH2:36][CH2:35][CH2:34][C@@H:33]1[C:38]([OH:40])=O)([O:27][C:28]([CH3:31])([CH3:30])[CH3:29])=[O:26].CCN(C(C)C)C(C)C.[N+:50]([C:53]1[CH:58]=[C:57]([NH2:59])[CH:56]=[CH:55][C:54]=1[NH2:60])([O-:52])=[O:51]. (7) Given the product [CH3:22][NH:23][CH:14]1[CH2:15][CH2:16][CH:11]([C:8]2[CH:9]=[CH:10][N:5]=[CH:6][CH:7]=2)[CH2:12][CH2:13]1, predict the reactants needed to synthesize it. The reactants are: C(O)(=O)C.[N:5]1[CH:10]=[CH:9][C:8]([CH:11]2[CH2:16][CH2:15][C:14](=O)[CH2:13][CH2:12]2)=[CH:7][CH:6]=1.Cl.CN.[BH3-][C:22]#[N:23].[Na+].